From a dataset of Experimentally validated miRNA-target interactions with 360,000+ pairs, plus equal number of negative samples. Binary Classification. Given a miRNA mature sequence and a target amino acid sequence, predict their likelihood of interaction. (1) The miRNA is mmu-miR-206-3p with sequence UGGAAUGUAAGGAAGUGUGUGG. The protein sequence of the target gene is MRFQVALLLLSVAVARALPSVYKRDADSGDSQNPPNQPSKQSSTPLPSSNQVKTTRPTDGQGQKSDKKDQDKTTLAAVSSKAESGPRTAATDHSLGDSRRQPEKTDAELNETARPLSPVNPKLEKSDQSSTEDSGKPTGGNSGKPTGGDSGKPTEAGSNKATEDDSGKSTKVDLDKPTSKISPDTETSKTDKVQPTEKGQKPTLTSKTESGETLAGDSDFSLKPEKGDKSSEPTEDVETKEIEEGDTEPEEGSPLEEENEKVPGPSSSENQEGTLTDSMKNEKDDLYKDSSGNTSAESSH.... Result: 1 (interaction). (2) The miRNA is mmu-miR-677-5p with sequence UUCAGUGAUGAUUAGCUUCUGA. The protein sequence of the target gene is MNSGREPRTPRTLLSIADILAPRMVPRAPSAPQLPESGPGPTSPLCALEELTSKTFRGLDARALQPSEGRAGPDALGPGPFGRKRRKSRTAFTAQQVLELERRFVFQKYLAPSERDGLATRLGLANAQVVTWFQNRRAKLKRDVEEMRADVASLRALSPEVLCSLALPEGAPDPGLCLGPAGPDSRPHLSDEEIQVDD. Result: 0 (no interaction). (3) The miRNA is hsa-miR-6782-5p with sequence UAGGGGUGGGGGAAUUCAGGGGUGU. The protein sequence of the target gene is MENKKKDKDKSDDRMARPSGRSGHNTRGTGSSSSGVLMVGPNFRVGKKIGCGNFGELRLGKNLYTNEYVAIKLEPMKSRAPQLHLEYRFYKQLGSGDGIPQVYYFGPCGKYNAMVLELLGPSLEDLFDLCDRTFSLKTVLMIAIQLISRMEYVHSKNLIYRDVKPENFLIGRPGNKTQQVIHIIDFGLAKEYIDPETKKHIPYREHKSLTGTARYMSINTHLGKEQSRRDDLEALGHMFMYFLRGSLPWQGLKADTLKERYQKIGDTKRATPIEVLCENFPEMATYLRYVRRLDFFEKPD.... Result: 0 (no interaction). (4) The miRNA is hsa-miR-643 with sequence ACUUGUAUGCUAGCUCAGGUAG. The protein sequence of the target gene is MSTKAEQFASKIRYLQEYHNRVLHNIYPVPSGTDIANTLKYFSQTLLSILSRTGKKENQDASNLTVPMTMCLFPVPFPLTPSLRPQVSSINPTVTRSLLYSVLRDAPSERGPQSRDAQLSDYPSLDYQGLYVTLVTLLDLVPLLQHGQHDLGQSIFYTTTCLLPFLNDDVLSTLPYTMISTLATFPPFLHKDIIEYLSTSFLPMAILGSSGREGVPAHVNLSASSMLMIAMQYTSNPVYHCQLLECLMKYKQEVWKDLLYVIAYGPSQVKPPAVQMLFHYWPNLKPPGAISEYRGLQYTA.... Result: 0 (no interaction). (5) The miRNA is hsa-miR-6882-5p with sequence UACAAGUCAGGAGCUGAAGCAG. The protein sequence of the target gene is MSNPFLKQVFNKDKTFRPKRKFEPGTQRFELHKKAQASLNAGLDLRLAVQLPPGEDLNDWVAVHVVDFFNRVNLIYGTISDGCTEQSCPVMSGGPKYEYRWQDEHKFRKPTALSAPRYMDLLMDWIEAQINNEDLFPTNVGTPFPKNFLQTVRKILSRLFRVFVHVYIHHFDRIAQMGSEAHVNTCYKHFYYFVKEFGLIDTKELEPLKEMTARMCH. Result: 0 (no interaction). (6) The miRNA is hsa-miR-92a-2-5p with sequence GGGUGGGGAUUUGUUGCAUUAC. The protein sequence of the target gene is MDTSGHFHDSGVGDLDEDPKCPCPSSGDEQQQQQQQQQQQQPPPPAPPAAPQQPLGPSLQPQPPQLQQQQQQQQQQQQQQPPHPLSQLAQLQSQPVHPGLLHSSPTAFRAPPSSNSTAILHPSSRQGSQLNLNDHLLGHSPSSTATSGPGGGSRHRQASPLVHRRDSNPFTEIAMSSCKYSGGVMKPLSRLSASRRNLIEAETEGQPLQLFSPSNPPEIVISSREDNHAHQTLLHHPNATHNHQHAGTTASSTTFPKANKRKNQNIGYKLGHRRALFEKRKRLSDYALIFGMFGIVVMVI.... Result: 1 (interaction). (7) The miRNA is rno-miR-139-5p with sequence UCUACAGUGCACGUGUCUCCAG. The protein sequence of the target gene is MVSVQKVPAIALCSGVSLALLHFLCLAACLNESPGQNSKDEKLCPENFTRILDSLLDGYDNRLRPGFGGPVTEVKTDIYVTSFGPVSDVEMEYTMDVFFRQTWIDKRLKYDGPIEILRLNNMMVTKVWTPDTFFRNGKKSVSHNMTAPNKLFRIMRNGTILYTMRLTISAECPMRLVDFPMDGHACPLKFGSYAYPKSEMIYTWTKGPEKSVEVPKESSSLVQYDLIGQTVSSETIKSITGEYIVMTVYFHLRRKMGYFMIQTYIPCIMTVILSQVSFWINKESVPARTVFGITTVLTMT.... Result: 0 (no interaction).